This data is from Full USPTO retrosynthesis dataset with 1.9M reactions from patents (1976-2016). The task is: Predict the reactants needed to synthesize the given product. (1) Given the product [CH:17]([CH:16]1[N:11]([C:41]([O:43][CH2:44][C:45]2[CH:50]=[CH:49][CH:48]=[CH:47][CH:46]=2)=[O:42])[CH2:12][C:13]2[CH:26]=[N:25][NH:24][C:14]=2[CH2:15]1)([CH3:18])[CH3:22], predict the reactants needed to synthesize it. The reactants are: ClC1C=CC(S([N:11]2[CH:16]([C:17]3[CH:22]=CC(F)=C[CH:18]=3)[CH2:15][C:14]3[NH:24][N:25]=[CH:26][C:13]=3[CH2:12]2)(=O)=O)=CC=1.FC1C=CC(C2CC(=O)CCN2[C:41]([O:43][CH2:44][C:45]2[CH:50]=[CH:49][CH:48]=[CH:47][CH:46]=2)=[O:42])=CC=1.ClC1C=CC(C2CC(=O)CCN2C(OCC2C=CC=CC=2)=O)=CC=1.FC1C=CC([Mg]Br)=CC=1.O.NN.N1CCC(=O)CC1. (2) Given the product [C:28]([C:30]1[CH:35]=[CH:34][C:33]([C:7]2[CH2:8][CH2:9][N:10]([C:13]([O:15][C:16]([CH3:19])([CH3:18])[CH3:17])=[O:14])[CH2:11][CH:12]=2)=[CH:32][CH:31]=1)#[N:29], predict the reactants needed to synthesize it. The reactants are: FC(F)(F)S(O[C:7]1[CH2:8][CH2:9][N:10]([C:13]([O:15][C:16]([CH3:19])([CH3:18])[CH3:17])=[O:14])[CH2:11][CH:12]=1)(=O)=O.C(=O)([O-])[O-].[Na+].[Na+].[C:28]([C:30]1[CH:35]=[CH:34][C:33](OB(O)O)=[CH:32][CH:31]=1)#[N:29].[Cl-].[Li+]. (3) Given the product [C:1]1([S:7]([N:38]2[CH2:39][CH2:40][CH:35]([CH:31]3[CH2:32][CH2:33][CH2:34][N:29]4[N:28]=[C:27](/[CH:26]=[CH:25]/[C:15]5[CH:16]=[CH:17][C:18]([N:19]6[CH:23]=[C:22]([CH3:24])[N:21]=[CH:20]6)=[C:13]([O:12][CH3:11])[CH:14]=5)[N:41]=[C:30]34)[CH2:36][CH2:37]2)(=[O:9])=[O:8])[CH:6]=[CH:5][CH:4]=[CH:3][CH:2]=1, predict the reactants needed to synthesize it. The reactants are: [C:1]1([S:7](Cl)(=[O:9])=[O:8])[CH:6]=[CH:5][CH:4]=[CH:3][CH:2]=1.[CH3:11][O:12][C:13]1[CH:14]=[C:15](/[CH:25]=[CH:26]/[C:27]2[N:41]=[C:30]3[CH:31]([CH:35]4[CH2:40][CH2:39][NH:38][CH2:37][CH2:36]4)[CH2:32][CH2:33][CH2:34][N:29]3[N:28]=2)[CH:16]=[CH:17][C:18]=1[N:19]1[CH:23]=[C:22]([CH3:24])[N:21]=[CH:20]1.O.C(OCC)(=O)C. (4) Given the product [Cl:13][C:14]1[CH:15]=[C:16]([CH:21]=[CH:22][C:23]=1[Cl:24])[O:17][CH2:18][CH2:19][S:12][C:10]1[N:11]=[C:4]2[N:3]=[C:2]([CH3:1])[CH:7]=[C:6]([CH3:8])[N:5]2[N:9]=1.[Cl:13][C:14]1[CH:15]=[C:16]([CH:21]=[CH:22][C:23]=1[Cl:24])[O:17][CH2:18][CH2:19][Br:20], predict the reactants needed to synthesize it. The reactants are: [CH3:1][C:2]1[CH:7]=[C:6]([CH3:8])[N:5]2[N:9]=[C:10]([SH:12])[N:11]=[C:4]2[N:3]=1.[Cl:13][C:14]1[CH:15]=[C:16]([CH:21]=[CH:22][C:23]=1[Cl:24])[O:17][CH2:18][CH2:19][Br:20].ClC1C=CC(OCCBr)=CC=1F.ClC1C=C(O)C=CC=1Cl.BrCCBr. (5) Given the product [CH3:35][O:34][C:27]1[C:28]([O:32][CH3:33])=[C:29]([O:30][CH3:31])[C:4]2[O:3][CH2:2][C:8](=[O:9])[CH:7]=[CH:6][C:5]=2[CH:26]=1, predict the reactants needed to synthesize it. The reactants are: Br[CH:2]1[C:8](=[O:9])[CH:7]=[C:6](C2C=CC(OC)=C(O[Si](C(C)(C)C)(C)C)C=2)[C:5]2[CH:26]=[C:27]([O:34][CH3:35])[C:28]([O:32][CH3:33])=[C:29]([O:30][CH3:31])[C:4]=2[O:3]1.N.